This data is from Catalyst prediction with 721,799 reactions and 888 catalyst types from USPTO. The task is: Predict which catalyst facilitates the given reaction. (1) Reactant: [Cl:1][C:2]1[CH:7]=[CH:6][C:5]([CH:8]([C:20]2[CH:25]=[CH:24][C:23]([Cl:26])=[CH:22][CH:21]=2)[C:9]2[CH:10]=[C:11]3[C:16](=[CH:17][CH:18]=2)[N:15]=[CH:14][N:13]=[C:12]3Cl)=[CH:4][CH:3]=1.Cl.Cl.[NH2:29][CH:30]1[CH2:35][CH2:34][N:33]([C:36]([C:38]2[CH:47]=[CH:46][C:41]([C:42]([O:44][CH3:45])=[O:43])=[CH:40][CH:39]=2)=[O:37])[CH2:32][CH2:31]1.CC(O)C. Product: [Cl:1][C:2]1[CH:7]=[CH:6][C:5]([CH:8]([C:20]2[CH:25]=[CH:24][C:23]([Cl:26])=[CH:22][CH:21]=2)[C:9]2[CH:10]=[C:11]3[C:16](=[CH:17][CH:18]=2)[N:15]=[CH:14][N:13]=[C:12]3[NH:29][CH:30]2[CH2:31][CH2:32][N:33]([C:36]([C:38]3[CH:47]=[CH:46][C:41]([C:42]([O:44][CH3:45])=[O:43])=[CH:40][CH:39]=3)=[O:37])[CH2:34][CH2:35]2)=[CH:4][CH:3]=1. The catalyst class is: 66. (2) The catalyst class is: 3. Product: [Cl:1][C:2]1[CH:3]=[C:4]([C:9]([CH3:14])([CH3:13])[C:10]([Cl:16])=[O:11])[CH:5]=[C:6]([Cl:8])[CH:7]=1. Reactant: [Cl:1][C:2]1[CH:3]=[C:4]([C:9]([CH3:14])([CH3:13])[C:10](O)=[O:11])[CH:5]=[C:6]([Cl:8])[CH:7]=1.C(Cl)[Cl:16].